Predict the product of the given reaction. From a dataset of Forward reaction prediction with 1.9M reactions from USPTO patents (1976-2016). (1) Given the reactants Br[C:2]1[N:6]([CH3:7])[N:5]=[C:4]([N:8]2[C:12]([CH3:13])=[CH:11][CH:10]=[C:9]2[CH3:14])[CH:3]=1.[CH3:15][N:16]1[CH2:21][CH:20]=[C:19](B2OC(C)(C)C(C)(C)O2)[CH2:18][CH2:17]1.CN(C)C=O.C(=O)([O-])[O-].[Cs+].[Cs+], predict the reaction product. The product is: [CH3:14][C:9]1[N:8]([C:4]2[CH:3]=[C:2]([C:19]3[CH2:20][CH2:21][N:16]([CH3:15])[CH2:17][CH:18]=3)[N:6]([CH3:7])[N:5]=2)[C:12]([CH3:13])=[CH:11][CH:10]=1. (2) The product is: [F:1][C:2]1[CH:3]=[CH:4][C:5]([CH2:6][O:7][C:8]2[CH:17]=[CH:16][C:11]3[C:12]([CH3:15])=[N:13][O:14][C:10]=3[C:9]=2[CH2:18][O:19][Si:31]([C:27]([CH3:30])([CH3:29])[CH3:28])([CH3:34])[CH3:33])=[CH:20][CH:21]=1. Given the reactants [F:1][C:2]1[CH:21]=[CH:20][C:5]([CH2:6][O:7][C:8]2[CH:17]=[CH:16][C:11]3[C:12]([CH3:15])=[N:13][O:14][C:10]=3[C:9]=2[CH2:18][OH:19])=[CH:4][CH:3]=1.N1C=CN=C1.[C:27]([Si:31]([CH3:34])([CH3:33])Cl)([CH3:30])([CH3:29])[CH3:28].O, predict the reaction product. (3) Given the reactants O[C:2]1[N:7]2[N:8]=[CH:9][C:10]([C:11]([O:13]CC)=[O:12])=[C:6]2[N:5]=[C:4]([C:16]2[CH:21]=[CH:20][CH:19]=[CH:18][CH:17]=2)[CH:3]=1.[OH-:22].[Li+], predict the reaction product. The product is: [OH:22][C:6]1[N:7]2[N:8]=[CH:9][C:10]([C:11]([OH:13])=[O:12])=[C:2]2[CH:3]=[C:4]([C:16]2[CH:17]=[CH:18][CH:19]=[CH:20][CH:21]=2)[N:5]=1. (4) Given the reactants [CH2:1]([O:8][C:9]1[CH:10]=[C:11]2[C:16](=[CH:17][C:18]=1[O:19][CH3:20])[CH:15]([CH2:21]S(C1N(C3C=CC=CC=3)N=NN=1)(=O)=O)[N:14](C(OC(C)(C)C)=O)[CH2:13][CH2:12]2)[C:2]1[CH:7]=[CH:6][CH:5]=[CH:4][CH:3]=1.[CH3:43][O:44][C:45]1[C:52]([CH3:53])=[CH:51][C:48]([CH:49]=O)=[C:47]([CH3:54])[CH:46]=1.C[Si]([N-][Si](C)(C)C)(C)C.[Li+], predict the reaction product. The product is: [CH2:1]([O:8][C:9]1[CH:10]=[C:11]2[C:16](=[CH:17][C:18]=1[O:19][CH3:20])[CH:15](/[CH:21]=[CH:49]/[C:48]1[CH:51]=[C:52]([CH3:53])[C:45]([O:44][CH3:43])=[CH:46][C:47]=1[CH3:54])[NH:14][CH2:13][CH2:12]2)[C:2]1[CH:7]=[CH:6][CH:5]=[CH:4][CH:3]=1.